From a dataset of Peptide-MHC class I binding affinity with 185,985 pairs from IEDB/IMGT. Regression. Given a peptide amino acid sequence and an MHC pseudo amino acid sequence, predict their binding affinity value. This is MHC class I binding data. (1) The MHC is HLA-A24:02 with pseudo-sequence HLA-A24:02. The binding affinity (normalized) is 0.198. The peptide sequence is PFLPLLPIF. (2) The peptide sequence is MCNAVDEFL. The MHC is H-2-Kd with pseudo-sequence H-2-Kd. The binding affinity (normalized) is 0.253.